From a dataset of Forward reaction prediction with 1.9M reactions from USPTO patents (1976-2016). Predict the product of the given reaction. (1) Given the reactants BrCC1C(C2C=CC=CC=2Cl)=NC2C(N=1)=C(Cl)C=CC=2.Br[CH2:22][C:23]1[C:32]([C:33]2[CH:38]=[CH:37][CH:36]=[CH:35][C:34]=2[Cl:39])=[N:31][C:30]2[C:25](=[CH:26][CH:27]=[CH:28][C:29]=2[Cl:40])[N:24]=1.CN(C=O)C.[N-:46]=[N+:47]=[N-:48].[Na+], predict the reaction product. The product is: [N:46]([CH2:22][C:23]1[C:32]([C:33]2[CH:38]=[CH:37][CH:36]=[CH:35][C:34]=2[Cl:39])=[N:31][C:30]2[C:25](=[CH:26][CH:27]=[CH:28][C:29]=2[Cl:40])[N:24]=1)=[N+:47]=[N-:48]. (2) The product is: [NH2:7][CH2:8][CH2:9][CH2:10][N:11]([CH:21]([C:24]1[N:25]([CH2:35][C:36]2[CH:37]=[CH:38][CH:39]=[CH:40][CH:41]=2)[C:26](=[O:34])[C:27]2[C:32]([CH3:33])=[N:31][S:30][C:28]=2[N:29]=1)[CH2:22][CH3:23])[C:12](=[O:20])[C:13]1[CH:14]=[CH:15][C:16]([Cl:19])=[CH:17][CH:18]=1. Given the reactants C(OC(=O)[NH:7][CH2:8][CH2:9][CH2:10][N:11]([CH:21]([C:24]1[N:25]([CH2:35][C:36]2[CH:41]=[CH:40][CH:39]=[CH:38][CH:37]=2)[C:26](=[O:34])[C:27]2[C:32]([CH3:33])=[N:31][S:30][C:28]=2[N:29]=1)[CH2:22][CH3:23])[C:12](=[O:20])[C:13]1[CH:18]=[CH:17][C:16]([Cl:19])=[CH:15][CH:14]=1)(C)(C)C.C(O)(C(F)(F)F)=O, predict the reaction product. (3) Given the reactants [Br:1][C:2]1[CH:11]=[C:10]2[C:5]([C:6]([NH:15][CH2:16][CH2:17][CH2:18][OH:19])=[C:7]([N+:12]([O-:14])=[O:13])[CH:8]=[N:9]2)=[CH:4][CH:3]=1.C(N(CC)CC)C.[C:27]([Cl:30])(=[O:29])[CH3:28], predict the reaction product. The product is: [C:27]([Cl:30])(=[O:29])[CH3:28].[C:27]([O:19][CH2:18][CH2:17][CH2:16][NH:15][C:6]1[C:5]2[C:10](=[CH:11][C:2]([Br:1])=[CH:3][CH:4]=2)[N:9]=[CH:8][C:7]=1[N+:12]([O-:14])=[O:13])(=[O:29])[CH3:28]. (4) Given the reactants [Br-].[Br:2][CH2:3][CH2:4][CH2:5][CH2:6][CH2:7][C@H:8]1[CH2:13][CH2:12][C@H:11]([NH3+:14])[CH2:10][CH2:9]1.[F:15][C:16]([F:28])([F:27])[C:17]1[CH:22]=[CH:21][C:20]([S:23](Cl)(=[O:25])=[O:24])=[CH:19][CH:18]=1.CCN(C(C)C)C(C)C, predict the reaction product. The product is: [Br:2][CH2:3][CH2:4][CH2:5][CH2:6][CH2:7][C@H:8]1[CH2:9][CH2:10][C@H:11]([NH:14][S:23]([C:20]2[CH:19]=[CH:18][C:17]([C:16]([F:15])([F:27])[F:28])=[CH:22][CH:21]=2)(=[O:25])=[O:24])[CH2:12][CH2:13]1. (5) Given the reactants C(OC(=O)[NH:7][C@@H:8]([CH3:21])[CH2:9][C:10]1[C:18]2[C:13](=[CH:14][C:15]([Cl:20])=[C:16]([F:19])[CH:17]=2)[NH:12][CH:11]=1)(C)(C)C, predict the reaction product. The product is: [Cl:20][C:15]1[CH:14]=[C:13]2[C:18]([C:10]([CH2:9][C@@H:8]([NH2:7])[CH3:21])=[CH:11][NH:12]2)=[CH:17][C:16]=1[F:19]. (6) Given the reactants [CH3:1][O:2][C:3]1[CH:4]=[C:5]([S:9](Cl)(=[O:11])=[O:10])[CH:6]=[CH:7][CH:8]=1.[F:13][C:14]1[CH:19]=[CH:18][C:17]([F:20])=[CH:16][C:15]=1[C:21]1[CH:26]=[C:25]([F:27])[CH:24]=[CH:23][C:22]=1[CH:28]([NH2:30])[CH3:29].C(N(CC)CC)C, predict the reaction product. The product is: [F:13][C:14]1[CH:19]=[CH:18][C:17]([F:20])=[CH:16][C:15]=1[C:21]1[CH:26]=[C:25]([F:27])[CH:24]=[CH:23][C:22]=1[CH:28]([NH:30][S:9]([C:5]1[CH:6]=[CH:7][CH:8]=[C:3]([O:2][CH3:1])[CH:4]=1)(=[O:11])=[O:10])[CH3:29].